This data is from Catalyst prediction with 721,799 reactions and 888 catalyst types from USPTO. The task is: Predict which catalyst facilitates the given reaction. The catalyst class is: 139. Product: [C:30]12[CH:29]=[C:28]3[N:50]=[C:47]([CH:48]=[CH:27]3)[CH:46]=[C:45]3[NH:51][C:42]([CH:43]=[CH:44]3)=[CH:41][C:39]3=[N:40][C:36]([CH:37]=[CH:38]3)=[CH:35][C:33]([NH:34]1)=[CH:32][CH:31]=2. Reactant: CN(C(ON1N=NC2C=CC=NC1=2)=[N+](C)C)C.F[P-](F)(F)(F)(F)F.CC[C:27]1[C:48](C)=[C:47]2[NH:50][C:28]=1[CH:29]=[C:30]1[N:34]=[C:33]3[C:35](C(OC(=O)[C:32]3=[C:31]1C)=O)=[C:36]1[N:40]=[C:39]([CH:41]=[C:42]3[NH:51][C:45](=[CH:46]2)[C:44](C=C)=[C:43]3C)[C@@H:38](C)[C@@H:37]1CCC(O)=O.CS(C)=O.CCN(C(C)C)C(C)C.